Dataset: CYP3A4 inhibition data for predicting drug metabolism from PubChem BioAssay. Task: Regression/Classification. Given a drug SMILES string, predict its absorption, distribution, metabolism, or excretion properties. Task type varies by dataset: regression for continuous measurements (e.g., permeability, clearance, half-life) or binary classification for categorical outcomes (e.g., BBB penetration, CYP inhibition). Dataset: cyp3a4_veith. The drug is O=c1cnc2cnc(Oc3ccccc3)nc2n1CCc1ccccc1. The result is 0 (non-inhibitor).